Dataset: Forward reaction prediction with 1.9M reactions from USPTO patents (1976-2016). Task: Predict the product of the given reaction. (1) Given the reactants [Cl:1][C:2]1[C:11]2[C:6](=[C:7]([Cl:12])[CH:8]=[CH:9][CH:10]=2)[C:5]([OH:13])=[CH:4][N:3]=1.C([O-])([O-])=O.[K+].[K+].[CH2:20](I)[CH3:21], predict the reaction product. The product is: [Cl:1][C:2]1[C:11]2[C:6](=[C:7]([Cl:12])[CH:8]=[CH:9][CH:10]=2)[C:5]([O:13][CH2:20][CH3:21])=[CH:4][N:3]=1. (2) Given the reactants CN(C(ON1N=NC2C=CC=CC1=2)=[N+](C)C)C.[B-](F)(F)(F)F.[NH2:23][C:24]1[N:25]=[C:26]2[CH:31]=[CH:30][C:29]([C:32]([F:35])([F:34])[F:33])=[N:28][N:27]2[C:36]=1[C:37]([OH:39])=O.CCN(C(C)C)C(C)C.[CH3:49][N:50]1[CH2:55][CH2:54][CH:53]([O:56][C:57]2[CH:62]=[CH:61][N:60]=[CH:59][C:58]=2[NH2:63])[CH2:52][CH2:51]1, predict the reaction product. The product is: [NH2:23][C:24]1[N:25]=[C:26]2[CH:31]=[CH:30][C:29]([C:32]([F:33])([F:34])[F:35])=[N:28][N:27]2[C:36]=1[C:37]([NH:63][C:58]1[CH:59]=[N:60][CH:61]=[CH:62][C:57]=1[O:56][CH:53]1[CH2:54][CH2:55][N:50]([CH3:49])[CH2:51][CH2:52]1)=[O:39]. (3) Given the reactants [CH:1]1([NH:7][C:8]2[CH:17]=[C:16]3[C:11]([C:12](=[O:28])[C:13]([CH2:23][CH2:24][CH2:25][CH2:26]O)=[CH:14][N:15]3[CH:18]([CH2:21][CH3:22])[CH2:19][CH3:20])=[CH:10][C:9]=2[F:29])[CH2:6][CH2:5][CH2:4][CH2:3][CH2:2]1.C1(P(C2C=CC=CC=2)C2C=CC=CC=2)C=CC=CC=1.C(Br)(Br)(Br)[Br:50].C(=O)([O-])O.[Na+], predict the reaction product. The product is: [Br:50][CH2:26][CH2:25][CH2:24][CH2:23][C:13]1[C:12](=[O:28])[C:11]2[C:16](=[CH:17][C:8]([NH:7][CH:1]3[CH2:6][CH2:5][CH2:4][CH2:3][CH2:2]3)=[C:9]([F:29])[CH:10]=2)[N:15]([CH:18]([CH2:21][CH3:22])[CH2:19][CH3:20])[CH:14]=1. (4) The product is: [Cl:36][C:30]1[CH:29]=[C:28]([C:25]2[CH:26]=[CH:27][N:23]([CH2:22][C@@H:21]([NH:20][C:9]([C:7]3[N:8]=[C:4]([CH:1]([CH3:2])[CH3:3])[N:5]([CH2:12][O:13][CH2:14][CH2:15][Si:16]([CH3:19])([CH3:18])[CH3:17])[CH:6]=3)=[O:11])[CH3:37])[N:24]=2)[CH:35]=[CH:34][C:31]=1[C:32]#[N:33]. Given the reactants [CH:1]([C:4]1[N:5]([CH2:12][O:13][CH2:14][CH2:15][Si:16]([CH3:19])([CH3:18])[CH3:17])[CH:6]=[C:7]([C:9]([OH:11])=O)[N:8]=1)([CH3:3])[CH3:2].[NH2:20][C@@H:21]([CH3:37])[CH2:22][N:23]1[CH:27]=[CH:26][C:25]([C:28]2[CH:35]=[CH:34][C:31]([C:32]#[N:33])=[C:30]([Cl:36])[CH:29]=2)=[N:24]1, predict the reaction product. (5) Given the reactants [C:1]([C:5]1[N:6]=[C:7]([N:23]2[CH2:27][CH2:26][C@H:25]([OH:28])[CH2:24]2)[C:8]2[N:13]=[N:12][N:11](CC3C=CC(OC)=CC=3)[C:9]=2[N:10]=1)([CH3:4])([CH3:3])[CH3:2].C([SiH](CC)CC)C.[C:36](O)([C:38]([F:41])([F:40])[F:39])=[O:37], predict the reaction product. The product is: [C:1]([C:5]1[N:6]=[C:7]([N:23]2[CH2:27][CH2:26][C@H:25]([O:28][C:36](=[O:37])[C:38]([F:41])([F:40])[F:39])[CH2:24]2)[C:8]2[N:13]=[N:12][NH:11][C:9]=2[N:10]=1)([CH3:3])([CH3:2])[CH3:4]. (6) Given the reactants NC1C=CC(OC2C3C(=CC(OC)=C(C(OC(C)(C)C)=O)C=3)N=CC=2)=C(F)C=1.[Cl:29][C:30]1[CH:52]=[C:51]([N+:53]([O-])=O)[CH:50]=[CH:49][C:31]=1[O:32][C:33]1[C:42]2[C:37](=[CH:38][C:39]([O:47][CH3:48])=[C:40]([C:43]([O:45][CH3:46])=[O:44])[CH:41]=2)[N:36]=[CH:35][CH:34]=1.[Cl-].[NH4+], predict the reaction product. The product is: [NH2:53][C:51]1[CH:50]=[CH:49][C:31]([O:32][C:33]2[C:42]3[C:37](=[CH:38][C:39]([O:47][CH3:48])=[C:40]([C:43]([O:45][CH3:46])=[O:44])[CH:41]=3)[N:36]=[CH:35][CH:34]=2)=[C:30]([Cl:29])[CH:52]=1. (7) Given the reactants [Br:1][C:2]1[N:3]=[C:4]2[C:10]([C:11]([OH:13])=O)=[CH:9][N:8]([CH2:14][O:15][CH2:16][CH2:17][Si:18]([CH3:21])([CH3:20])[CH3:19])[C:5]2=[N:6][CH:7]=1.Cl.[NH2:23][C@H:24]([C:32]([CH3:35])([CH3:34])[CH3:33])[C:25]([N:27]1[CH2:31][CH2:30][CH2:29][CH2:28]1)=[O:26].C(Cl)CCl.C1C=CC2N(O)N=NC=2C=1.CCN(C(C)C)C(C)C, predict the reaction product. The product is: [CH3:33][C:32]([CH3:35])([CH3:34])[C@@H:24]([NH:23][C:11]([C:10]1[C:4]2[C:5](=[N:6][CH:7]=[C:2]([Br:1])[N:3]=2)[N:8]([CH2:14][O:15][CH2:16][CH2:17][Si:18]([CH3:21])([CH3:20])[CH3:19])[CH:9]=1)=[O:13])[C:25]([N:27]1[CH2:31][CH2:30][CH2:29][CH2:28]1)=[O:26]. (8) Given the reactants [NH:1]([C:3]1[N:8]=[C:7]([CH3:9])[N:6]=[C:5]([C@@H:10]2[CH2:12][C@H:11]2[C:13]2[N:17]([CH3:18])[C:16]3[CH:19]=[CH:20][CH:21]=[CH:22][C:15]=3[N:14]=2)[CH:4]=1)[NH2:2].CN(C)[C:25](=[N:27][C:28](=O)[CH2:29][O:30][CH3:31])[CH3:26], predict the reaction product. The product is: [CH3:31][O:30][CH2:29][C:28]1[N:1]([C:3]2[N:8]=[C:7]([CH3:9])[N:6]=[C:5]([C@@H:10]3[CH2:12][C@H:11]3[C:13]3[N:17]([CH3:18])[C:16]4[CH:19]=[CH:20][CH:21]=[CH:22][C:15]=4[N:14]=3)[CH:4]=2)[N:2]=[C:25]([CH3:26])[N:27]=1. (9) Given the reactants C1(N2C(C(F)(F)F)=C(C3[O:20]N=C4C5C(CCC=34)=CC(C=O)=CC=5)C=N2)C=CC=CC=1.[CH:31]1([C:37]2[CH:42]=[CH:41][C:40]([C:43]3[O:47][N:46]=[C:45]4[C:48]5[C:53]([CH2:54][CH2:55][C:44]=34)=[CH:52][C:51]([CH:56]=C)=[CH:50][CH:49]=5)=[CH:39][C:38]=2[C:58]([F:61])([F:60])[F:59])[CH2:36][CH2:35][CH2:34][CH2:33][CH2:32]1, predict the reaction product. The product is: [CH:31]1([C:37]2[CH:42]=[CH:41][C:40]([C:43]3[O:47][N:46]=[C:45]4[C:48]5[C:53]([CH2:54][CH2:55][C:44]=34)=[CH:52][C:51]([CH:56]=[O:20])=[CH:50][CH:49]=5)=[CH:39][C:38]=2[C:58]([F:59])([F:60])[F:61])[CH2:32][CH2:33][CH2:34][CH2:35][CH2:36]1. (10) Given the reactants [C:1]1([CH2:7][O:8][C@H:9]([CH2:41][CH3:42])[C@@H:10]([C:37]([O:39]C)=[O:38])[NH:11][C:12]([C:14]2[C:23]([NH:24][C:25]([NH:27][C:28]3[C:33]([CH3:34])=[CH:32][C:31]([CH3:35])=[CH:30][C:29]=3[CH3:36])=[O:26])=[CH:22][C:21]3[C:16](=[CH:17][CH:18]=[CH:19][CH:20]=3)[CH:15]=2)=[O:13])[CH:6]=[CH:5][CH:4]=[CH:3][CH:2]=1.CC1C=C(C)C=C(C)C=1NC(NC1C(C(N[C@@H](C(OC)=O)C(C)C)=O)=CC2C(C=1)=CC=CC=2)=O.Cl, predict the reaction product. The product is: [C:1]1([CH2:7][O:8][C@H:9]([CH2:41][CH3:42])[C@@H:10]([C:37]([OH:39])=[O:38])[NH:11][C:12]([C:14]2[C:23]([NH:24][C:25]([NH:27][C:28]3[C:33]([CH3:34])=[CH:32][C:31]([CH3:35])=[CH:30][C:29]=3[CH3:36])=[O:26])=[CH:22][C:21]3[C:16](=[CH:17][CH:18]=[CH:19][CH:20]=3)[CH:15]=2)=[O:13])[CH:2]=[CH:3][CH:4]=[CH:5][CH:6]=1.